From a dataset of CYP2C19 inhibition data for predicting drug metabolism from PubChem BioAssay. Regression/Classification. Given a drug SMILES string, predict its absorption, distribution, metabolism, or excretion properties. Task type varies by dataset: regression for continuous measurements (e.g., permeability, clearance, half-life) or binary classification for categorical outcomes (e.g., BBB penetration, CYP inhibition). Dataset: cyp2c19_veith. (1) The compound is C=CC[C@@H]1C=C[C@H](ON=C(C)C)[C@H](CO)O1. The result is 0 (non-inhibitor). (2) The molecule is Sc1ccc2ccccc2c1CNCc1ccccc1. The result is 1 (inhibitor). (3) The drug is CCCCn1cnc2c(SC)ncnc21. The result is 0 (non-inhibitor). (4) The compound is Cc1cc2c(ncn2Cc2ccccc2)c([N+](=O)[O-])c1C. The result is 1 (inhibitor). (5) The drug is COc1ccc(-c2nc3cnc(Nc4ccccc4)nc3n(C[C@H]3CCCO3)c2=O)cc1. The result is 0 (non-inhibitor). (6) The drug is COc1ccc(-c2cc([C@H](O)[C@@H]3CCCCN3)c3ccccc3n2)cc1. The result is 1 (inhibitor). (7) The drug is CN(C)CC(O)COc1ccc(C(C)(C)c2ccc(OCC(O)CN(C)C)cc2)cc1.Cl. The result is 0 (non-inhibitor).